Dataset: Reaction yield outcomes from USPTO patents with 853,638 reactions. Task: Predict the reaction yield, written as a fraction of the theoretical maximum amount of product (1.0 means a 100% yield; for example, 0.34 means a 34% yield). (1) The reactants are [NH:1]1[CH2:4][CH:3]([C:5]2[NH:6][C:7]([C:11]3[CH:12]=[C:13]([CH:28]=[CH:29][C:30]=3[CH3:31])[C:14]([N:16]3[CH2:19][CH:18]([C:20]4[CH:27]=[CH:26][C:23]([C:24]#[N:25])=[CH:22][CH:21]=4)[CH2:17]3)=[O:15])=[C:8]([CH3:10])[N:9]=2)[CH2:2]1.Cl[C:33]([O:35][CH3:36])=[O:34].C(N(CC)CC)C.O. The catalyst is CN(C)C=O.CC#N. The product is [C:24]([C:23]1[CH:26]=[CH:27][C:20]([CH:18]2[CH2:17][N:16]([C:14]([C:13]3[CH:28]=[CH:29][C:30]([CH3:31])=[C:11]([C:7]4[NH:6][C:5]([CH:3]5[CH2:4][N:1]([C:33]([O:35][CH3:36])=[O:34])[CH2:2]5)=[N:9][C:8]=4[CH3:10])[CH:12]=3)=[O:15])[CH2:19]2)=[CH:21][CH:22]=1)#[N:25]. The yield is 0.190. (2) The reactants are CC1C=C2C(N=CC=C2)=C2C=1C=CC=N2.C([O-])([O-])=O.[Cs+].[Cs+].I[C:23]1[CH:24]=[C:25]([CH:28]=[CH:29][CH:30]=1)[C:26]#[N:27].[CH2:31]([OH:35])[CH2:32][CH2:33][CH3:34]. The catalyst is [Cu]I.C1(C)C=CC=CC=1. The product is [CH2:31]([O:35][C:23]1[CH:24]=[C:25]([CH:28]=[CH:29][CH:30]=1)[C:26]#[N:27])[CH2:32][CH2:33][CH3:34]. The yield is 0.870. (3) The reactants are [N:1]1[O:2][N:3]=[C:4]2[CH:9]=[C:8]([C:10]([OH:12])=O)[CH:7]=[CH:6][C:5]=12.S(Cl)([Cl:15])=O.CN(C=O)C. The catalyst is C1(C)C=CC=CC=1. The product is [N:1]1[O:2][N:3]=[C:4]2[CH:9]=[C:8]([C:10]([Cl:15])=[O:12])[CH:7]=[CH:6][C:5]=12. The yield is 0.798. (4) The reactants are Cl[C:2]1[C:11]([N+:12]([O-:14])=[O:13])=[CH:10][CH:9]=[CH:8][C:3]=1[C:4]([O:6][CH3:7])=[O:5].[CH2:15]([NH2:18])[CH2:16][OH:17]. The catalyst is C1COCC1. The product is [OH:17][CH2:16][CH2:15][NH:18][C:2]1[C:11]([N+:12]([O-:14])=[O:13])=[CH:10][CH:9]=[CH:8][C:3]=1[C:4]([O:6][CH3:7])=[O:5]. The yield is 0.950.